Dataset: Reaction yield outcomes from USPTO patents with 853,638 reactions. Task: Predict the reaction yield, written as a fraction of the theoretical maximum amount of product (1.0 means a 100% yield; for example, 0.34 means a 34% yield). The reactants are [N:1]([C@@H:4]1[CH2:8][N:7]([C:9]([O:11][C:12]([CH3:15])([CH3:14])[CH3:13])=[O:10])[C@H:6]([CH2:16][CH3:17])[CH2:5]1)=[N+]=[N-].[CH:18]1([S:21](Cl)(=[O:23])=[O:22])[CH2:20][CH2:19]1. The catalyst is CCO.[OH-].[OH-].[Pd+2]. The product is [CH:18]1([S:21]([NH:1][C@@H:4]2[CH2:8][N:7]([C:9]([O:11][C:12]([CH3:15])([CH3:14])[CH3:13])=[O:10])[C@H:6]([CH2:16][CH3:17])[CH2:5]2)(=[O:23])=[O:22])[CH2:20][CH2:19]1. The yield is 0.480.